This data is from Forward reaction prediction with 1.9M reactions from USPTO patents (1976-2016). The task is: Predict the product of the given reaction. (1) Given the reactants [CH:1]([C:3]1[O:7][C:6]([C:8]2[CH:13]=[CH:12][CH:11]=[C:10]([I:14])[CH:9]=2)=[N:5][CH:4]=1)=O.Cl.NO.C([N:20](CC)CC)C.C(=O)(O)[O-].[Na+].[Cl-].ClC1N(C)C=C[N+]=1C, predict the reaction product. The product is: [C:1]([C:3]1[O:7][C:6]([C:8]2[CH:13]=[CH:12][CH:11]=[C:10]([I:14])[CH:9]=2)=[N:5][CH:4]=1)#[N:20]. (2) The product is: [O:14]1[CH2:15][CH2:16][N:11]([C:4]2[CH:3]=[C:2]([NH:20][C:17](=[O:19])[CH3:18])[CH:7]=[C:6]([N+:8]([O-:10])=[O:9])[CH:5]=2)[CH2:12][CH2:13]1. Given the reactants Cl[C:2]1[CH:3]=[C:4]([N:11]2[CH2:16][CH2:15][O:14][CH2:13][CH2:12]2)[CH:5]=[C:6]([N+:8]([O-:10])=[O:9])[CH:7]=1.[C:17]([NH2:20])(=[O:19])[CH3:18].P([O-])([O-])([O-])=O.[K+].[K+].[K+], predict the reaction product.